This data is from Forward reaction prediction with 1.9M reactions from USPTO patents (1976-2016). The task is: Predict the product of the given reaction. (1) The product is: [Cl:21][C:22]1[C:31]2[C:26](=[CH:27][CH:28]=[CH:29][CH:30]=2)[C:25]([N:32]2[C:5]([C:7]3[C:12](=[O:13])[CH:11]=[CH:10][N:9]([C:14]4[CH:19]=[CH:18][CH:17]=[CH:16][CH:15]=4)[N:8]=3)=[CH:4][CH:3]=[N:2]2)=[CH:24][CH:23]=1. Given the reactants C[N:2](C)/[CH:3]=[CH:4]/[C:5]([C:7]1[C:12](=[O:13])[CH:11]=[CH:10][N:9]([C:14]2[CH:19]=[CH:18][CH:17]=[CH:16][CH:15]=2)[N:8]=1)=O.[Cl:21][C:22]1[C:31]2[C:26](=[CH:27][CH:28]=[CH:29][CH:30]=2)[C:25]([NH:32]N)=[CH:24][CH:23]=1, predict the reaction product. (2) Given the reactants [CH2:1]([O:3][C:4]([CH:6]1[C:15]2[C:10](=[CH:11][C:12]([C:17]#[C:18][Si](C)(C)C)=[C:13]([CH3:16])[CH:14]=2)[C:9]([CH3:24])([CH3:23])[CH2:8][CH2:7]1)=[O:5])[CH3:2].[F-].C([N+](CCCC)(CCCC)CCCC)CCC.[O:43]1CCCC1.C1(N(C[C:54]2C=C(C#C[Si](C)(C)C)C=C3[C:63]=2[O:62][C:61]([CH3:65])([CH3:64])[CH2:60]C3(C)C)C)CC1.[CH3:74][CH2:75][CH2:76][CH2:77][CH2:78][CH3:79], predict the reaction product. The product is: [CH2:1]([O:3][C:4]([CH:6]1[C:15]2[C:10](=[CH:11][C:12]([C:17]#[C:18][C:76]3[CH:75]=[CH:74][C:79]([CH2:54][C:63]([O:62][C:61]([CH3:65])([CH3:64])[CH3:60])=[O:43])=[CH:78][CH:77]=3)=[C:13]([CH3:16])[CH:14]=2)[C:9]([CH3:24])([CH3:23])[CH2:8][CH2:7]1)=[O:5])[CH3:2]. (3) Given the reactants C[O:2][C:3](=[O:29])/[CH:4]=[CH:5]/[C:6]1[CH:7]=[C:8]2[C:25](=[CH:26][CH:27]=1)[O:24][C:11]1([CH2:15][CH2:14][N:13]([CH2:16][C:17]3[CH:22]=[CH:21][C:20]([F:23])=[CH:19][CH:18]=3)[CH2:12]1)[CH2:10][C:9]2=[O:28].Cl, predict the reaction product. The product is: [F:23][C:20]1[CH:21]=[CH:22][C:17]([CH2:16][N:13]2[CH2:14][CH2:15][C:11]3([CH2:10][C:9](=[O:28])[C:8]4[C:25](=[CH:26][CH:27]=[C:6](/[CH:5]=[CH:4]/[C:3]([OH:29])=[O:2])[CH:7]=4)[O:24]3)[CH2:12]2)=[CH:18][CH:19]=1. (4) Given the reactants [N:1]1[C:5]2[CH2:6][CH2:7][O:8][CH2:9][C:4]=2[S:3][C:2]=1[NH2:10].[Cl:11][C:12]1[CH:13]=[CH:14][C:15]([O:21][CH3:22])=[C:16]([CH:20]=1)[C:17](O)=[O:18].ON1C2C=CC=CC=2N=N1.CCN=C=NCCCN(C)C.Cl.C(N(CC)CC)C, predict the reaction product. The product is: [Cl:11][C:12]1[CH:13]=[CH:14][C:15]([O:21][CH3:22])=[C:16]([CH:20]=1)[C:17](/[N:10]=[C:2]1\[S:3][C:4]2[CH2:9][O:8][CH2:7][CH2:6][C:5]=2[NH:1]\1)=[O:18]. (5) Given the reactants [CH3:1][C:2]1[CH:7]=[C:6]([Cl:8])[CH:5]=[CH:4][C:3]=1[OH:9].[Na+].[I-:11].[OH-].[Na+].[O-]Cl.[Na+].[O-]S([O-])(=S)=O.[Na+].[Na+].Cl, predict the reaction product. The product is: [I:11][C:4]1[CH:5]=[C:6]([Cl:8])[CH:7]=[C:2]([CH3:1])[C:3]=1[OH:9]. (6) Given the reactants C(OC([N:8]1[CH2:13][CH2:12][N:11]([CH2:14][C:15]2[CH:20]=[CH:19][C:18]([C:21]3[CH:22]=[C:23]([C:27]4[CH:32]=[C:31]([NH2:33])[N:30]=[C:29]([C:34]5[CH:39]=[CH:38][CH:37]=[CH:36][N:35]=5)[CH:28]=4)[CH:24]=[N:25][CH:26]=3)=[CH:17][CH:16]=2)[CH2:10][CH2:9]1)=O)(C)(C)C.C(O)(C(F)(F)F)=O, predict the reaction product. The product is: [N:11]1([CH2:14][C:15]2[CH:20]=[CH:19][C:18]([C:21]3[CH:22]=[C:23]([C:27]4[CH:32]=[C:31]([NH2:33])[N:30]=[C:29]([C:34]5[CH:39]=[CH:38][CH:37]=[CH:36][N:35]=5)[CH:28]=4)[CH:24]=[N:25][CH:26]=3)=[CH:17][CH:16]=2)[CH2:10][CH2:9][NH:8][CH2:13][CH2:12]1. (7) Given the reactants Br[CH2:2][C:3]1[CH:8]=[CH:7][C:6]([O:9][CH3:10])=[CH:5][C:4]=1[N+:11]([O-:13])=[O:12].[CH3:14][C:15]([O-:17])=[O:16].[Na+], predict the reaction product. The product is: [CH3:10][O:9][C:6]1[CH:7]=[CH:8][C:3]([CH2:2][O:17][C:15](=[O:16])[CH3:14])=[C:4]([N+:11]([O-:13])=[O:12])[CH:5]=1.